This data is from Catalyst prediction with 721,799 reactions and 888 catalyst types from USPTO. The task is: Predict which catalyst facilitates the given reaction. (1) Reactant: [NH:1]1[CH2:5][CH2:4][CH:3]2[CH2:6][N:7]([C:9]([O:11][C:12]([CH3:15])([CH3:14])[CH3:13])=[O:10])[CH2:8][CH:2]12.C(N(CC)CC)C.[C:23](Cl)(=[O:25])[CH3:24]. Product: [C:23]([N:1]1[CH2:5][CH2:4][CH:3]2[CH2:6][N:7]([C:9]([O:11][C:12]([CH3:15])([CH3:14])[CH3:13])=[O:10])[CH2:8][CH:2]12)(=[O:25])[CH3:24]. The catalyst class is: 4. (2) Reactant: [C:1]([C:4]1[C:22](=[O:23])[C@@:8]2([CH3:24])[C:9]3[C:15]([OH:16])=[CH:14][C:13]([O:17][CH3:18])=[C:12]([C:19]([NH2:21])=[O:20])[C:10]=3[O:11][C:7]2=[CH:6][C:5]=1[OH:25])(=[O:3])[CH3:2].[F:26][C:27]1[C:36]([F:37])=[C:35]([F:38])[CH:34]=[C:33]2[C:28]=1[CH:29]=[CH:30][C:31]([CH3:41])=[C:32]2[CH:39]=O.C([SiH](CC)CC)C.FC(F)(F)C(O)=O. Product: [C:1]([C:4]1[C:22](=[O:23])[C@@:8]2([CH3:24])[C:9]3[C:15]([OH:16])=[CH:14][C:13]([O:17][CH3:18])=[C:12]([C:19]([NH:21][CH2:39][C:32]4[C:33]5[C:28](=[C:27]([F:26])[C:36]([F:37])=[C:35]([F:38])[CH:34]=5)[CH:29]=[CH:30][C:31]=4[CH3:41])=[O:20])[C:10]=3[O:11][C:7]2=[CH:6][C:5]=1[OH:25])(=[O:3])[CH3:2]. The catalyst class is: 10. (3) Reactant: [CH2:1]([N:4]([CH2:33][CH2:34][CH3:35])[C:5]([C:7]1=[CH:8][C:9]2[CH:25]=[CH:24][C:23]([C:26]3[CH:31]=[CH:30][C:29]([OH:32])=[CH:28][CH:27]=3)=[CH:22][C:10]=2[N:11]=[C:12]([NH:14]C(=O)OC(C)(C)C)[CH2:13]1)=[O:6])[CH2:2][CH3:3].C(O)(C(F)(F)F)=O. Product: [NH2:14][C:12]1[CH2:13][C:7]([C:5]([N:4]([CH2:33][CH2:34][CH3:35])[CH2:1][CH2:2][CH3:3])=[O:6])=[CH:8][C:9]2[CH:25]=[CH:24][C:23]([C:26]3[CH:31]=[CH:30][C:29]([OH:32])=[CH:28][CH:27]=3)=[CH:22][C:10]=2[N:11]=1. The catalyst class is: 4. (4) Reactant: [CH2:1]([O:3][C:4]1[CH:13]=[C:12]([N+:14]([O-:16])=[O:15])[CH:11]=[CH:10][C:5]=1[C:6]([NH:8][NH2:9])=[O:7])[CH3:2].[N:17]([CH2:20][CH2:21][CH2:22][N:23]1[CH2:28][CH2:27][CH2:26][CH2:25][CH2:24]1)=[C:18]=[S:19]. Product: [CH2:1]([O:3][C:4]1[CH:13]=[C:12]([N+:14]([O-:16])=[O:15])[CH:11]=[CH:10][C:5]=1[C:6]([NH:8][NH:9][C:18](=[S:19])[NH:17][CH2:20][CH2:21][CH2:22][N:23]1[CH2:28][CH2:27][CH2:26][CH2:25][CH2:24]1)=[O:7])[CH3:2]. The catalyst class is: 7. (5) Reactant: [OH:1][CH2:2][C@@H:3]1[CH2:8][N:7]([C:9]([C:22]2[CH:27]=[CH:26][CH:25]=[CH:24][CH:23]=2)([C:16]2[CH:21]=[CH:20][CH:19]=[CH:18][CH:17]=2)[C:10]2[CH:15]=[CH:14][CH:13]=[CH:12][CH:11]=2)[CH2:6][C@H:5]([N:28]2[CH:33]=[CH:32][C:31]([NH:34][C:35](=[O:42])[C:36]3[CH:41]=[CH:40][CH:39]=[CH:38][CH:37]=3)=[N:30][C:29]2=[O:43])[O:4]1.[C:44]1(=[O:50])[O:49][C:47](=[O:48])[CH2:46][CH2:45]1.CO. The catalyst class is: 119. Product: [C:35]([NH:34][C:31]1[CH:32]=[CH:33][N:28]([C@H:5]2[CH2:6][N:7]([C:9]([C:22]3[CH:27]=[CH:26][CH:25]=[CH:24][CH:23]=3)([C:10]3[CH:15]=[CH:14][CH:13]=[CH:12][CH:11]=3)[C:16]3[CH:17]=[CH:18][CH:19]=[CH:20][CH:21]=3)[CH2:8][C@@H:3]([CH2:2][O:1][C:44](=[O:50])[CH2:45][CH2:46][C:47]([OH:49])=[O:48])[O:4]2)[C:29](=[O:43])[N:30]=1)(=[O:42])[C:36]1[CH:41]=[CH:40][CH:39]=[CH:38][CH:37]=1.